Dataset: NCI-60 drug combinations with 297,098 pairs across 59 cell lines. Task: Regression. Given two drug SMILES strings and cell line genomic features, predict the synergy score measuring deviation from expected non-interaction effect. (1) Drug 1: CC1=C(N=C(N=C1N)C(CC(=O)N)NCC(C(=O)N)N)C(=O)NC(C(C2=CN=CN2)OC3C(C(C(C(O3)CO)O)O)OC4C(C(C(C(O4)CO)O)OC(=O)N)O)C(=O)NC(C)C(C(C)C(=O)NC(C(C)O)C(=O)NCCC5=NC(=CS5)C6=NC(=CS6)C(=O)NCCC[S+](C)C)O. Drug 2: CC12CCC3C(C1CCC2OP(=O)(O)O)CCC4=C3C=CC(=C4)OC(=O)N(CCCl)CCCl.[Na+]. Cell line: HCT116. Synergy scores: CSS=60.8, Synergy_ZIP=4.28, Synergy_Bliss=3.85, Synergy_Loewe=-4.09, Synergy_HSA=8.76. (2) Drug 1: C1CC(C1)(C(=O)O)C(=O)O.[NH2-].[NH2-].[Pt+2]. Drug 2: C1C(C(OC1N2C=NC(=NC2=O)N)CO)O. Cell line: K-562. Synergy scores: CSS=41.1, Synergy_ZIP=-1.39, Synergy_Bliss=1.45, Synergy_Loewe=-9.06, Synergy_HSA=7.45. (3) Drug 1: C1=NC2=C(N=C(N=C2N1C3C(C(C(O3)CO)O)O)F)N. Drug 2: C(CN)CNCCSP(=O)(O)O. Cell line: PC-3. Synergy scores: CSS=26.4, Synergy_ZIP=-0.296, Synergy_Bliss=2.80, Synergy_Loewe=-4.13, Synergy_HSA=4.29. (4) Drug 2: C1=CN(C=N1)CC(O)(P(=O)(O)O)P(=O)(O)O. Cell line: HCT116. Synergy scores: CSS=1.05, Synergy_ZIP=-2.26, Synergy_Bliss=-3.98, Synergy_Loewe=-2.70, Synergy_HSA=-3.96. Drug 1: CS(=O)(=O)C1=CC(=C(C=C1)C(=O)NC2=CC(=C(C=C2)Cl)C3=CC=CC=N3)Cl. (5) Drug 1: C1=CN(C(=O)N=C1N)C2C(C(C(O2)CO)O)O.Cl. Drug 2: CN1C2=C(C=C(C=C2)N(CCCl)CCCl)N=C1CCCC(=O)O.Cl. Cell line: MALME-3M. Synergy scores: CSS=35.3, Synergy_ZIP=-10.5, Synergy_Bliss=1.77, Synergy_Loewe=-34.8, Synergy_HSA=1.71. (6) Synergy scores: CSS=59.7, Synergy_ZIP=4.68, Synergy_Bliss=7.51, Synergy_Loewe=-7.81, Synergy_HSA=7.23. Cell line: SNB-19. Drug 1: CCC1=CC2CC(C3=C(CN(C2)C1)C4=CC=CC=C4N3)(C5=C(C=C6C(=C5)C78CCN9C7C(C=CC9)(C(C(C8N6C)(C(=O)OC)O)OC(=O)C)CC)OC)C(=O)OC.C(C(C(=O)O)O)(C(=O)O)O. Drug 2: CNC(=O)C1=NC=CC(=C1)OC2=CC=C(C=C2)NC(=O)NC3=CC(=C(C=C3)Cl)C(F)(F)F.